This data is from Choline transporter screen with 302,306 compounds. The task is: Binary Classification. Given a drug SMILES string, predict its activity (active/inactive) in a high-throughput screening assay against a specified biological target. (1) The molecule is Oc1c(C(=O)Cc2ncccc2)ccc(O)c1. The result is 0 (inactive). (2) The drug is Clc1ccc(c2nn(CCC#N)cc2/C=C(\C#N)C#N)cc1. The result is 0 (inactive). (3) The result is 0 (inactive). The compound is S=c1n(CC2OCCC2)c(=O)c2c([nH]1)cc(cc2)C(=O)Nc1c(OC)cc(OC)cc1. (4) The drug is O=C(N1CCCCCC1)COC(=O)/C=C\c1cc(OC)c(OCC#N)cc1. The result is 0 (inactive). (5) The drug is S(=O)(=O)(Nc1ccc(cc1)C(OCC(=O)N(CCC#N)c1ccccc1)=O)c1cc(c(cc1)C)C. The result is 0 (inactive). (6) The molecule is O1C(C(=O)N(CCC(C)C)c2c(n(CCCC)c(=O)[nH]c2=O)N)=COCC1. The result is 0 (inactive). (7) The compound is O=C1N(c2c(/C1=N\NC(OC)=O)cccc2)CC(OCC)=O. The result is 0 (inactive). (8) The molecule is S(=O)(=O)(NCc1cccnc1)c1ccc(cc1)C(=O)Nc1cc(cc(c1)C)C. The result is 0 (inactive). (9) The compound is S1(=O)(=O)NC(Nc2c1cc(S(=O)(=O)N)c(c2)C(F)(F)F)Cc1ccccc1. The result is 0 (inactive).